From a dataset of Forward reaction prediction with 1.9M reactions from USPTO patents (1976-2016). Predict the product of the given reaction. (1) The product is: [Cl:1][C:2]1[CH:3]=[CH:4][C:5]2[N:11]3[C:12]([C:15]([F:18])([F:17])[F:16])=[N:13][N:14]=[C:10]3[C@@H:9]([CH2:19][C:20]([OH:22])=[O:21])[S:8][C@H:7]([C:26]3[C:27]([O:34][CH3:35])=[CH:28][CH:29]=[CH:30][C:31]=3[O:32][CH3:33])[C:6]=2[CH:36]=1. Given the reactants [Cl:1][C:2]1[CH:3]=[CH:4][C:5]2[N:11]3[C:12]([C:15]([F:18])([F:17])[F:16])=[N:13][N:14]=[C:10]3[C@@H:9]([CH2:19][C:20]([O:22]CC=C)=[O:21])[S:8][C@H:7]([C:26]3[C:31]([O:32][CH3:33])=[CH:30][CH:29]=[CH:28][C:27]=3[O:34][CH3:35])[C:6]=2[CH:36]=1.N1CCCC1.C1(P(C2C=CC=CC=2)C2C=CC=CC=2)C=CC=CC=1.O, predict the reaction product. (2) Given the reactants [N+:1]([C:4]1[CH:5]=[C:6]2[C:11](=[CH:12][CH:13]=1)[CH2:10][N:9]([C:14]([O:16][C:17]([CH3:20])([CH3:19])[CH3:18])=[O:15])[CH2:8][CH2:7]2)([O-])=O.[H][H], predict the reaction product. The product is: [NH2:1][C:4]1[CH:5]=[C:6]2[C:11](=[CH:12][CH:13]=1)[CH2:10][N:9]([C:14]([O:16][C:17]([CH3:20])([CH3:19])[CH3:18])=[O:15])[CH2:8][CH2:7]2. (3) Given the reactants [N:1]1([C:7]2[CH:12]=[CH:11][C:10]([OH:13])=[CH:9][CH:8]=2)[CH2:6][CH2:5][NH:4][CH2:3][CH2:2]1.C=O.[C:16](O[BH-](OC(=O)C)OC(=O)C)(=O)C.[Na+], predict the reaction product. The product is: [CH3:16][N:4]1[CH2:3][CH2:2][N:1]([C:7]2[CH:8]=[CH:9][C:10]([OH:13])=[CH:11][CH:12]=2)[CH2:6][CH2:5]1. (4) Given the reactants [CH3:1][NH:2][C:3]1[CH:8]=[CH:7][CH:6]=[CH:5][CH:4]=1.Br[CH:10]([CH2:14][CH2:15][CH3:16])[C:11]([O-:13])=[O:12].N1C(C)=CC=[CH:19][C:18]=1C, predict the reaction product. The product is: [CH3:1][N:2]([C:3]1[CH:8]=[CH:7][CH:6]=[CH:5][CH:4]=1)[CH2:16][CH2:15][CH2:14][CH2:10][C:11]([O:13][CH2:18][CH3:19])=[O:12]. (5) Given the reactants [C:1]([O:5][C:6](=[O:25])[NH:7][C@@H:8]1[C:14](=[O:15])[N:13]([CH2:16][CH:17]=C)[C:12]2[CH:19]=[C:20]([F:23])[CH:21]=[CH:22][C:11]=2[O:10][C@@H:9]1[CH3:24])([CH3:4])([CH3:3])[CH3:2].[O:26]=[O+][O-].CSC, predict the reaction product. The product is: [C:1]([O:5][C:6](=[O:25])[NH:7][C@@H:8]1[C:14](=[O:15])[N:13]([CH2:16][CH:17]=[O:26])[C:12]2[CH:19]=[C:20]([F:23])[CH:21]=[CH:22][C:11]=2[O:10][C@@H:9]1[CH3:24])([CH3:4])([CH3:3])[CH3:2]. (6) Given the reactants [Cl:1][C:2]1[CH:10]=[CH:9][C:8]2[NH:7][C:6]3[CH2:11][CH2:12][N:13]([CH3:15])[CH2:14][C:5]=3[C:4]=2[CH:3]=1.[CH3:16][C:17]1[C:18]([NH:25][C:26](=[O:28])[CH3:27])=[N:19][CH:20]=[C:21]([CH:23]=[CH2:24])[CH:22]=1.[OH-].[K+], predict the reaction product. The product is: [Cl:1][C:2]1[CH:10]=[CH:9][C:8]2[N:7]([CH2:24][CH2:23][C:21]3[CH:22]=[C:17]([CH3:16])[C:18]([NH:25][C:26](=[O:28])[CH3:27])=[N:19][CH:20]=3)[C:6]3[CH2:11][CH2:12][N:13]([CH3:15])[CH2:14][C:5]=3[C:4]=2[CH:3]=1. (7) Given the reactants [C:1]([C:4]1[NH:8][CH:7]=[C:6]([C:9](=[O:14])C(Cl)(Cl)Cl)[CH:5]=1)(=[O:3])[CH3:2].C(=O)([O-])[O-].[K+].[K+].[CH2:21]([OH:23])[CH3:22], predict the reaction product. The product is: [CH2:21]([O:23][C:9]([C:6]1[CH:5]=[C:4]([C:1](=[O:3])[CH3:2])[NH:8][CH:7]=1)=[O:14])[CH3:22]. (8) Given the reactants [NH2:1][C:2]1[CH:19]=[CH:18][C:5]([O:6][C:7]2[C:16]3[NH:15][C:14](=[O:17])[CH:13]=[N:12][C:11]=3[N:10]=[CH:9][CH:8]=2)=[CH:4][C:3]=1[F:20].[F:21][C:22]([F:34])([F:33])[C:23]1[CH:24]=[C:25]([N:30]=[C:31]=[O:32])[CH:26]=[CH:27][C:28]=1[Cl:29], predict the reaction product. The product is: [Cl:29][C:28]1[CH:27]=[CH:26][C:25]([NH:30][C:31]([NH:1][C:2]2[CH:19]=[CH:18][C:5]([O:6][C:7]3[C:16]4[NH:15][C:14](=[O:17])[CH:13]=[N:12][C:11]=4[N:10]=[CH:9][CH:8]=3)=[CH:4][C:3]=2[F:20])=[O:32])=[CH:24][C:23]=1[C:22]([F:21])([F:33])[F:34]. (9) The product is: [ClH:32].[ClH:35].[Cl:32][C:29]1[CH:30]=[CH:31][C:26]([CH:9]([C:10]2[N:14]3[CH2:15][CH2:16][NH:17][CH2:18][C:13]3=[N:12][N:11]=2)[NH2:8])=[CH:27][CH:28]=1. Given the reactants C(OC([NH:8][CH:9]([C:26]1[CH:31]=[CH:30][C:29]([Cl:32])=[CH:28][CH:27]=1)[C:10]1[N:14]2[CH2:15][CH2:16][N:17](C(OC(C)(C)C)=O)[CH2:18][C:13]2=[N:12][N:11]=1)=O)(C)(C)C.CO.[ClH:35], predict the reaction product. (10) Given the reactants [Cl:1][C:2]1[CH:9]=[CH:8][CH:7]=[C:6]([Cl:10])[C:3]=1[CH:4]=O.[CH3:11][C:12]([C:14]1[C:19]([O:20][CH3:21])=[CH:18][CH:17]=[CH:16][C:15]=1[O:22][CH3:23])=[O:13].[OH-].[Na+], predict the reaction product. The product is: [Cl:1][C:2]1[CH:9]=[CH:8][CH:7]=[C:6]([Cl:10])[C:3]=1[CH:4]=[CH:11][C:12]([C:14]1[C:15]([O:22][CH3:23])=[CH:16][CH:17]=[CH:18][C:19]=1[O:20][CH3:21])=[O:13].